This data is from Full USPTO retrosynthesis dataset with 1.9M reactions from patents (1976-2016). The task is: Predict the reactants needed to synthesize the given product. Given the product [F:14][C:13]1[C:2]([B:15]2[O:19][C:18]([CH3:21])([CH3:20])[C:17]([CH3:23])([CH3:22])[O:16]2)=[CH:3][C:4]2[NH:9][CH2:8][C:7]([CH3:11])([CH3:10])[O:6][C:5]=2[CH:12]=1, predict the reactants needed to synthesize it. The reactants are: Br[C:2]1[C:13]([F:14])=[CH:12][C:5]2[O:6][C:7]([CH3:11])([CH3:10])[CH2:8][NH:9][C:4]=2[CH:3]=1.[B:15]1([B:15]2[O:19][C:18]([CH3:21])([CH3:20])[C:17]([CH3:23])([CH3:22])[O:16]2)[O:19][C:18]([CH3:21])([CH3:20])[C:17]([CH3:23])([CH3:22])[O:16]1.C([O-])(=O)C.[K+].